Task: Predict the reactants needed to synthesize the given product.. Dataset: Full USPTO retrosynthesis dataset with 1.9M reactions from patents (1976-2016) (1) Given the product [CH:61]1([S:64]([NH:67][C:34](=[O:35])[CH2:33][CH2:32][CH2:31][CH2:30][C:29]2[N:20]([C:17]3[CH:18]=[CH:19][C:14]([F:13])=[CH:15][CH:16]=3)[C:21](=[O:49])[C:22]3[C:27]([CH:28]=2)=[CH:26][C:25]([C:37]([NH:38][C@@H:39]([C:41]2[CH:46]=[CH:45][C:44]([F:47])=[CH:43][CH:42]=2)[CH3:40])=[O:48])=[CH:24][CH:23]=3)(=[O:66])=[O:65])[CH2:63][CH2:62]1, predict the reactants needed to synthesize it. The reactants are: C1N=CN(C(N2C=NC=C2)=O)C=1.[F:13][C:14]1[CH:19]=[CH:18][C:17]([N:20]2[C:29]([CH2:30][CH2:31][CH2:32][CH2:33][C:34](O)=[O:35])=[CH:28][C:27]3[C:22](=[CH:23][CH:24]=[C:25]([C:37](=[O:48])[NH:38][C@@H:39]([C:41]4[CH:46]=[CH:45][C:44]([F:47])=[CH:43][CH:42]=4)[CH3:40])[CH:26]=3)[C:21]2=[O:49])=[CH:16][CH:15]=1.C1CCN2C(=NCCC2)CC1.[CH:61]1([S:64]([NH2:67])(=[O:66])=[O:65])[CH2:63][CH2:62]1. (2) The reactants are: [OH:1][C:2]1[S:3][C:4]2[CH:10]=[CH:9][CH:8]=[CH:7][C:5]=2[N:6]=1.CCN(CC)CC.Br[CH2:19][C:20]([C:22]1[CH:27]=[CH:26][C:25]([CH3:28])=[CH:24][CH:23]=1)=[O:21]. Given the product [O:21]=[C:20]([C:22]1[CH:27]=[CH:26][C:25]([CH3:28])=[CH:24][CH:23]=1)[CH2:19][N:6]1[C:5]2[CH:7]=[CH:8][CH:9]=[CH:10][C:4]=2[S:3][C:2]1=[O:1], predict the reactants needed to synthesize it.